From a dataset of Reaction yield outcomes from USPTO patents with 853,638 reactions. Predict the reaction yield, written as a fraction of the theoretical maximum amount of product (1.0 means a 100% yield; for example, 0.34 means a 34% yield). (1) The reactants are [O:1]1[C:5]2[CH:6]=[CH:7][C:8]([CH2:10][CH2:11][NH:12][C:13]([C:15]3[CH:35]=[CH:34][C:18]([O:19][C:20]4[CH:29]=[C:28]5[C:23]([CH:24]([C:30]([OH:32])=[O:31])[CH2:25][CH2:26][O:27]5)=[CH:22][C:21]=4[Cl:33])=[CH:17][CH:16]=3)=[O:14])=[CH:9][C:4]=2[O:3][CH2:2]1.O1CCCC1CO.C[O-].[Na+:45]. No catalyst specified. The product is [O:1]1[C:5]2[CH:6]=[CH:7][C:8]([CH2:10][CH2:11][NH:12][C:13]([C:15]3[CH:35]=[CH:34][C:18]([O:19][C:20]4[CH:29]=[C:28]5[C:23]([CH:24]([C:30]([O-:32])=[O:31])[CH2:25][CH2:26][O:27]5)=[CH:22][C:21]=4[Cl:33])=[CH:17][CH:16]=3)=[O:14])=[CH:9][C:4]=2[O:3][CH2:2]1.[Na+:45]. The yield is 1.01. (2) The reactants are C(OC(C1CCCC1=O)=O)C.[H-].[Na+].C(Br)CCCCCCC.C([O:25][C:26]([C:28]1([CH2:34][CH2:35][CH2:36][CH2:37][CH2:38][CH2:39][CH2:40][CH3:41])[CH2:32][CH2:31][CH2:30][C:29]1=[O:33])=O)C.[BH4-].[Li+].OCC1(CCCCCCCC)CCCC1=O. The catalyst is CN(C)C=O.O1CCCC1.C(OC(=O)C)C.C(OCC)C.O. The product is [OH:25][CH2:26][C:28]1([CH2:34][CH2:35][CH2:36][CH2:37][CH2:38][CH2:39][CH2:40][CH3:41])[CH2:32][CH2:31][CH2:30][CH:29]1[OH:33]. The yield is 0.647. (3) The reactants are [C:1]([O:5][C:6]([N:8]1[CH2:25][CH2:24][N:11]2[C:12](=[O:23])[C:13]3[C:18]([C@@H:10]2[CH2:9]1)=[CH:17][C:16]([CH2:19][CH3:20])=[CH:15][C:14]=3SC)=[O:7])([CH3:4])([CH3:3])[CH3:2].O[O:27][S:28]([O-:30])=O.[K+].[CH3:32]O. The catalyst is O. The product is [C:1]([O:5][C:6]([N:8]1[CH2:25][CH2:24][N:11]2[C:12](=[O:23])[C:13]3[C:18]([C@@H:10]2[CH2:9]1)=[CH:17][C:16]([CH2:19][CH3:20])=[CH:15][C:14]=3[S:28]([CH3:32])(=[O:30])=[O:27])=[O:7])([CH3:2])([CH3:4])[CH3:3]. The yield is 0.840. (4) The product is [NH2:1][C:2]1[C:11]([F:12])=[C:10]([F:13])[C:9]([O:14][CH3:15])=[C:8]2[C:3]=1[C:4](=[O:22])[C:5]([C:17]([OH:19])=[O:18])=[CH:6][N:7]2[CH3:16]. The catalyst is CCO. The yield is 0.970. The reactants are [NH2:1][C:2]1[C:11]([F:12])=[C:10]([F:13])[C:9]([O:14][CH3:15])=[C:8]2[C:3]=1[C:4](=[O:22])[C:5]([C:17]([O:19]CC)=[O:18])=[CH:6][N:7]2[CH3:16].[OH-].[Na+].